This data is from Full USPTO retrosynthesis dataset with 1.9M reactions from patents (1976-2016). The task is: Predict the reactants needed to synthesize the given product. (1) Given the product [CH2:1]([C:3]1[CH:4]=[C:5]([O:25][CH2:35][CH:34]=[C:33]([Cl:37])[Cl:32])[CH:6]=[C:7]([CH3:24])[C:8]=1[O:9][CH2:10][CH2:11][CH2:12][O:13][C:14]1[CH:19]=[CH:18][C:17]([C:20]([F:22])([F:21])[F:23])=[CH:16][N:15]=1)[CH3:2], predict the reactants needed to synthesize it. The reactants are: [CH2:1]([C:3]1[CH:4]=[C:5]([OH:25])[CH:6]=[C:7]([CH3:24])[C:8]=1[O:9][CH2:10][CH2:11][CH2:12][O:13][C:14]1[CH:19]=[CH:18][C:17]([C:20]([F:23])([F:22])[F:21])=[CH:16][N:15]=1)[CH3:2].C(=O)([O-])[O-].[K+].[K+].[Cl:32][C:33]([Cl:37])=[CH:34][CH2:35]Cl. (2) Given the product [CH3:29][O:28][C:12]1[C:13]([O:19][CH2:20][CH2:21][N:22]2[CH2:27][CH2:26][O:25][CH2:24][CH2:23]2)=[CH:14][C:15]2[CH:16]=[C:17]3[C:8]([C:6](=[O:7])[NH:32][CH:30]=[N:18]3)=[CH:9][C:10]=2[CH:11]=1, predict the reactants needed to synthesize it. The reactants are: C(O[C:6]([C:8]1[C:17]([NH2:18])=[CH:16][C:15]2[C:10](=[CH:11][C:12]([O:28][CH3:29])=[C:13]([O:19][CH2:20][CH2:21][N:22]3[CH2:27][CH2:26][O:25][CH2:24][CH2:23]3)[CH:14]=2)[CH:9]=1)=[O:7])(C)(C)C.[CH:30]([NH2:32])=O. (3) The reactants are: Cl[C:2]1[C:3](=[O:22])[NH:4][N:5]=[C:6]([O:19][CH2:20][CH3:21])[C:7]=1[NH:8][C@@H:9]1[CH2:14][C@@H:13]2[CH2:15][C@@H:11]([C:12]2([CH3:17])[CH3:16])[C@H:10]1[CH3:18].[H][H]. Given the product [CH2:20]([O:19][C:6]1[C:7]([NH:8][C@@H:9]2[CH2:14][C@@H:13]3[CH2:15][C@@H:11]([C:12]3([CH3:16])[CH3:17])[C@H:10]2[CH3:18])=[CH:2][C:3](=[O:22])[NH:4][N:5]=1)[CH3:21], predict the reactants needed to synthesize it.